From a dataset of Full USPTO retrosynthesis dataset with 1.9M reactions from patents (1976-2016). Predict the reactants needed to synthesize the given product. Given the product [N:56]1[CH:61]=[CH:60][CH:59]=[C:58]([CH:62]=[CH:63][C:64]([NH:20][CH2:19][C:16]2[CH:17]=[CH:18][C:13]([S:10]([C:5]3[CH:6]=[CH:7][CH:8]=[CH:9][C:4]=3[O:3][C:2]([F:1])([F:21])[F:22])(=[O:12])=[O:11])=[CH:14][CH:15]=2)=[O:65])[CH:57]=1, predict the reactants needed to synthesize it. The reactants are: [F:1][C:2]([F:22])([F:21])[O:3][C:4]1[CH:9]=[CH:8][CH:7]=[CH:6][C:5]=1[S:10]([C:13]1[CH:18]=[CH:17][C:16]([CH2:19][NH2:20])=[CH:15][CH:14]=1)(=[O:12])=[O:11].CN(C(ON1N=NC2C=CC=NC1=2)=[N+](C)C)C.F[P-](F)(F)(F)(F)F.CCN(C(C)C)C(C)C.[N:56]1[CH:61]=[CH:60][CH:59]=[C:58](/[CH:62]=[CH:63]/[C:64](O)=[O:65])[CH:57]=1.